From a dataset of Ames mutagenicity test results for genotoxicity prediction. Regression/Classification. Given a drug SMILES string, predict its toxicity properties. Task type varies by dataset: regression for continuous values (e.g., LD50, hERG inhibition percentage) or binary classification for toxic/non-toxic outcomes (e.g., AMES mutagenicity, cardiotoxicity, hepatotoxicity). Dataset: ames. (1) The compound is CCCN(CCC)N=O. The result is 1 (mutagenic). (2) The drug is OCc1c2ccccc2cc2ccccc12. The result is 1 (mutagenic). (3) The compound is O=S(=O)(O)c1c(N=Nc2c(O)ccc3ccccc23)ccc2ccccc12. The result is 0 (non-mutagenic).